Task: Predict the product of the given reaction.. Dataset: Forward reaction prediction with 1.9M reactions from USPTO patents (1976-2016) (1) Given the reactants [Cl:1][C:2]1[N:10]=[C:9]2[C:5]([N:6]=[CH:7][NH:8]2)=[C:4](Cl)[N:3]=1.[CH:12]1([NH2:18])[CH2:17][CH2:16][CH2:15][CH2:14][CH2:13]1.CCN(C(C)C)C(C)C.O, predict the reaction product. The product is: [Cl:1][C:2]1[N:10]=[C:9]2[C:5]([N:6]=[CH:7][NH:8]2)=[C:4]([NH:18][CH:12]2[CH2:17][CH2:16][CH2:15][CH2:14][CH2:13]2)[N:3]=1. (2) Given the reactants [Cl:1][C:2]1[CH:7]=[CH:6][CH:5]=[CH:4][C:3]=1[C:8]1[C:9]([C:22]2[CH:27]=[CH:26][C:25]([Cl:28])=[CH:24][CH:23]=2)=[CH:10][C:11]2[N:12]([C:14]([C:17](OCC)=[O:18])=[N:15][N:16]=2)[N:13]=1.[F:29][C:30]([F:40])([F:39])[C:31]1[CH:36]=[CH:35][C:34]([CH2:37][NH2:38])=[CH:33][CH:32]=1, predict the reaction product. The product is: [Cl:1][C:2]1[CH:7]=[CH:6][CH:5]=[CH:4][C:3]=1[C:8]1[C:9]([C:22]2[CH:27]=[CH:26][C:25]([Cl:28])=[CH:24][CH:23]=2)=[CH:10][C:11]2[N:12]([C:14]([C:17]([NH:38][CH2:37][C:34]3[CH:33]=[CH:32][C:31]([C:30]([F:29])([F:39])[F:40])=[CH:36][CH:35]=3)=[O:18])=[N:15][N:16]=2)[N:13]=1. (3) Given the reactants [Cl:1][C:2]1[CH:7]=[CH:6][C:5]([CH:8]2[C:13](=[O:14])[CH2:12][CH2:11][O:10][CH2:9]2)=[CH:4][CH:3]=1.[BH4-].[Na+], predict the reaction product. The product is: [Cl:1][C:2]1[CH:7]=[CH:6][C:5]([CH:8]2[CH:13]([OH:14])[CH2:12][CH2:11][O:10][CH2:9]2)=[CH:4][CH:3]=1. (4) Given the reactants [C:1]([N:8]1[CH2:13][CH2:12][CH2:11][CH:10]([CH2:14][NH:15][C:16]2[CH:17]=[N:18][CH:19]=[CH:20][CH:21]=2)[CH2:9]1)([O:3][C:4]([CH3:7])([CH3:6])[CH3:5])=[O:2].[C:22](Cl)(=[O:25])[CH2:23][CH3:24], predict the reaction product. The product is: [C:1]([N:8]1[CH2:13][CH2:12][CH2:11][CH:10]([CH2:14][N:15]([C:16]2[CH:17]=[N:18][CH:19]=[CH:20][CH:21]=2)[C:22](=[O:25])[CH2:23][CH3:24])[CH2:9]1)([O:3][C:4]([CH3:6])([CH3:7])[CH3:5])=[O:2]. (5) Given the reactants [NH2:1][C:2]1[C:7]([NH2:8])=[CH:6][C:5]([Br:9])=[CH:4][N:3]=1.N1C=CC=CC=1.[CH3:16][S:17](Cl)(=[O:19])=[O:18], predict the reaction product. The product is: [NH2:1][C:2]1[C:7]([NH:8][S:17]([CH3:16])(=[O:19])=[O:18])=[CH:6][C:5]([Br:9])=[CH:4][N:3]=1. (6) Given the reactants [H-].[Na+].[Br:3][C:4]1[N:5]=[C:6]2[C:12]([C:13](=[O:18])[C:14]([CH3:17])([CH3:16])[CH3:15])=[CH:11][NH:10][C:7]2=[N:8][CH:9]=1.[CH3:19][Si:20]([CH3:27])([CH3:26])[CH2:21][CH2:22][O:23][CH2:24]Cl, predict the reaction product. The product is: [Br:3][C:4]1[N:5]=[C:6]2[C:12]([C:13](=[O:18])[C:14]([CH3:15])([CH3:17])[CH3:16])=[CH:11][N:10]([CH2:24][O:23][CH2:22][CH2:21][Si:20]([CH3:27])([CH3:26])[CH3:19])[C:7]2=[N:8][CH:9]=1.